Predict the product of the given reaction. From a dataset of Forward reaction prediction with 1.9M reactions from USPTO patents (1976-2016). (1) Given the reactants [I:1][C:2]1[C:7]([N:8]2[CH:12]=[CH:11][CH:10]=[CH:9]2)=[CH:6][C:5]([NH2:13])=[C:4]([N+:14]([O-:16])=[O:15])[CH:3]=1.CC1(C)[O:23][C:22]([C:24]2[CH:25]=[C:26]([CH:29]=[CH:30][CH:31]=2)[C:27]#[N:28])=[CH:21][C:20](=O)[O:19]1, predict the reaction product. The product is: [C:27]([C:26]1[CH:25]=[C:24]([C:22](=[O:23])[CH2:21][C:20]([NH:13][C:5]2[CH:6]=[C:7]([N:8]3[CH:12]=[CH:11][CH:10]=[CH:9]3)[C:2]([I:1])=[CH:3][C:4]=2[N+:14]([O-:16])=[O:15])=[O:19])[CH:31]=[CH:30][CH:29]=1)#[N:28]. (2) Given the reactants [C:1]([C:5]1[CH:6]=[C:7]([CH:35]=[CH:36][CH:37]=1)[CH2:8][NH:9][C@@H:10]1[C@@H:15]([OH:16])[C@H:14]([CH2:17][C:18]2[CH:23]=[C:22]([O:24][CH2:25][C:26]([F:29])([F:28])[F:27])[C:21]([N+:30]([O-])=O)=[C:20]([F:33])[CH:19]=2)[CH2:13][S@:12](=[O:34])[CH2:11]1)([CH3:4])([CH3:3])[CH3:2], predict the reaction product. The product is: [NH2:30][C:21]1[C:22]([O:24][CH2:25][C:26]([F:29])([F:27])[F:28])=[CH:23][C:18]([CH2:17][C@H:14]2[C@H:15]([OH:16])[C@@H:10]([NH:9][CH2:8][C:7]3[CH:35]=[CH:36][CH:37]=[C:5]([C:1]([CH3:3])([CH3:4])[CH3:2])[CH:6]=3)[CH2:11][S@@:12](=[O:34])[CH2:13]2)=[CH:19][C:20]=1[F:33]. (3) Given the reactants [CH:1](=O)[C:2]1[CH:7]=[CH:6][CH:5]=[CH:4][CH:3]=1.C(O[BH-](OC(=O)C)OC(=O)C)(=O)C.[Na+].[NH2:23][C:24]1[CH:29]=[CH:28][CH:27]=[CH:26][C:25]=1[C:30]1[CH:42]=[CH:41][C:33]([C:34]([O:36][C:37]([CH3:40])([CH3:39])[CH3:38])=[O:35])=[C:32]([NH:43][C:44]([C:46]2[CH:47]=[N:48][CH:49]=[C:50]([C:52]3[CH:57]=[CH:56][CH:55]=[CH:54][CH:53]=3)[CH:51]=2)=[O:45])[CH:31]=1, predict the reaction product. The product is: [CH2:1]([NH:23][C:24]1[CH:29]=[CH:28][CH:27]=[CH:26][C:25]=1[C:30]1[CH:42]=[CH:41][C:33]([C:34]([O:36][C:37]([CH3:40])([CH3:39])[CH3:38])=[O:35])=[C:32]([NH:43][C:44]([C:46]2[CH:47]=[N:48][CH:49]=[C:50]([C:52]3[CH:53]=[CH:54][CH:55]=[CH:56][CH:57]=3)[CH:51]=2)=[O:45])[CH:31]=1)[C:2]1[CH:7]=[CH:6][CH:5]=[CH:4][CH:3]=1. (4) Given the reactants [Li]CCCC.Br[C:7]1[CH:12]=[CH:11][C:10](/[C:13](=[CH:22]\[CH:23]2[CH2:28][CH2:27][O:26][CH2:25][CH2:24]2)/[C:14]([NH:16][C:17]2[S:18][CH:19]=[CH:20][N:21]=2)=[O:15])=[CH:9][CH:8]=1.CN([CH:32]=[O:33])C.S(=O)(O)[O-], predict the reaction product. The product is: [CH:32]([C:19]1[S:18][C:17]([NH:16][C:14](=[O:15])/[C:13](/[C:10]2[CH:11]=[CH:12][CH:7]=[CH:8][CH:9]=2)=[CH:22]/[CH:23]2[CH2:28][CH2:27][O:26][CH2:25][CH2:24]2)=[N:21][CH:20]=1)=[O:33].